This data is from Forward reaction prediction with 1.9M reactions from USPTO patents (1976-2016). The task is: Predict the product of the given reaction. (1) Given the reactants [F:1][C:2]1[CH:7]=[CH:6][CH:5]=[C:4]([F:8])[C:3]=1[CH:9]1[NH:14][C:13]2[CH:15]=[CH:16][C:17](B3OC(C)(C)C(C)(C)O3)=[CH:18][C:12]=2[O:11][CH2:10]1.[CH2:28]([C:30]1[S:34][C:33]([C:35]2[CH:40]=[CH:39][CH:38]=[CH:37][N:36]=2)=[N:32][C:31]=1OS(C(F)(F)F)(=O)=O)[CH3:29], predict the reaction product. The product is: [F:8][C:4]1[CH:5]=[CH:6][CH:7]=[C:2]([F:1])[C:3]=1[CH:9]1[NH:14][C:13]2[CH:15]=[CH:16][C:17]([C:31]3[N:32]=[C:33]([C:35]4[CH:40]=[CH:39][CH:38]=[CH:37][N:36]=4)[S:34][C:30]=3[CH2:28][CH3:29])=[CH:18][C:12]=2[O:11][CH2:10]1. (2) Given the reactants [Br:1][C:2]1[CH:3]=[C:4]([CH2:8][CH2:9][OH:10])[CH:5]=[CH:6][CH:7]=1.N1C=CN=C1.CN(C=O)C.[C:21]([Si:25](Cl)([C:32]1[CH:37]=[CH:36][CH:35]=[CH:34][CH:33]=1)[C:26]1[CH:31]=[CH:30][CH:29]=[CH:28][CH:27]=1)([CH3:24])([CH3:23])[CH3:22], predict the reaction product. The product is: [Br:1][C:2]1[CH:3]=[C:4]([CH2:8][CH2:9][O:10][Si:25]([C:21]([CH3:24])([CH3:23])[CH3:22])([C:32]2[CH:33]=[CH:34][CH:35]=[CH:36][CH:37]=2)[C:26]2[CH:31]=[CH:30][CH:29]=[CH:28][CH:27]=2)[CH:5]=[CH:6][CH:7]=1. (3) Given the reactants [Br-].[NH:2]1[C:10]2[C:5](=[CH:6][CH:7]=[CH:8][CH:9]=2)[C:4]([CH2:11][P+](C2C=CC=CC=2)(C2C=CC=CC=2)C2C=CC=CC=2)=[N:3]1.C1CCN2C(=NCCC2)CC1.[CH3:42][S:43][C:44]1[CH:51]=[CH:50][CH:49]=[CH:48][C:45]=1[CH:46]=O, predict the reaction product. The product is: [CH3:42][S:43][C:44]1[CH:51]=[CH:50][CH:49]=[CH:48][C:45]=1/[CH:46]=[CH:11]/[C:4]1[C:5]2[C:10](=[CH:9][CH:8]=[CH:7][CH:6]=2)[NH:2][N:3]=1.